This data is from Reaction yield outcomes from USPTO patents with 853,638 reactions. The task is: Predict the reaction yield, written as a fraction of the theoretical maximum amount of product (1.0 means a 100% yield; for example, 0.34 means a 34% yield). (1) The reactants are C([O:3][C:4](=[O:44])[CH2:5][CH2:6][CH2:7][O:8][C:9]1[CH:14]=[CH:13][CH:12]=[C:11]([CH2:15][CH2:16][CH2:17][CH2:18][CH2:19][CH2:20][O:21][C:22]2[CH:27]=[C:26]([C:28]3[CH:29]=[N:30][CH:31]=[N:32][CH:33]=3)[CH:25]=[C:24]([O:34][CH2:35][CH3:36])[CH:23]=2)[C:10]=1[CH2:37][CH2:38][C:39]([O:41]CC)=[O:40])C.[OH-].[Na+]. No catalyst specified. The product is [C:39]([CH2:38][CH2:37][C:10]1[C:11]([CH2:15][CH2:16][CH2:17][CH2:18][CH2:19][CH2:20][O:21][C:22]2[CH:27]=[C:26]([C:28]3[CH:29]=[N:30][CH:31]=[N:32][CH:33]=3)[CH:25]=[C:24]([O:34][CH2:35][CH3:36])[CH:23]=2)=[CH:12][CH:13]=[CH:14][C:9]=1[O:8][CH2:7][CH2:6][CH2:5][C:4]([OH:44])=[O:3])([OH:41])=[O:40]. The yield is 0.920. (2) The reactants are [C:1]([O:5][C:6]([N:8]1[CH2:13][CH2:12][CH:11]([O:14][C:15]2[N:16]=[N:17][C:18]([CH2:35][CH2:36][CH2:37][CH3:38])=[C:19]([C:21]3[CH:26]=[CH:25][C:24]([O:27][CH:28]4[CH2:33][CH2:32][CH2:31][CH2:30][CH2:29]4)=[C:23](Br)[CH:22]=3)[CH:20]=2)[CH2:10][CH2:9]1)=[O:7])([CH3:4])([CH3:3])[CH3:2].CC1(C)C(C)(C)OB([C:47]2[CH:48]=[N:49][NH:50][CH:51]=2)O1.C(=O)([O-])[O-].[Na+].[Na+]. The catalyst is C1C=CC([P]([Pd]([P](C2C=CC=CC=2)(C2C=CC=CC=2)C2C=CC=CC=2)([P](C2C=CC=CC=2)(C2C=CC=CC=2)C2C=CC=CC=2)[P](C2C=CC=CC=2)(C2C=CC=CC=2)C2C=CC=CC=2)(C2C=CC=CC=2)C2C=CC=CC=2)=CC=1.COCCOC. The product is [C:1]([O:5][C:6]([N:8]1[CH2:13][CH2:12][CH:11]([O:14][C:15]2[N:16]=[N:17][C:18]([CH2:35][CH2:36][CH2:37][CH3:38])=[C:19]([C:21]3[CH:26]=[CH:25][C:24]([O:27][CH:28]4[CH2:33][CH2:32][CH2:31][CH2:30][CH2:29]4)=[C:23]([C:47]4[CH:48]=[N:49][NH:50][CH:51]=4)[CH:22]=3)[CH:20]=2)[CH2:10][CH2:9]1)=[O:7])([CH3:4])([CH3:3])[CH3:2]. The yield is 0.190. (3) The reactants are [CH3:1][O:2][C:3]([C@H:5]1[CH2:10][CH2:9][C@H:8]([CH2:11][NH:12][C:13]2[CH:18]=[C:17]([O:19][CH3:20])[C:16]([F:21])=[CH:15][C:14]=2[N+:22]([O-])=O)[CH2:7][CH2:6]1)=[O:4].[H][H]. The catalyst is CCO.[Pd]. The product is [CH3:1][O:2][C:3]([C@H:5]1[CH2:10][CH2:9][C@H:8]([CH2:11][NH:12][C:13]2[CH:18]=[C:17]([O:19][CH3:20])[C:16]([F:21])=[CH:15][C:14]=2[NH2:22])[CH2:7][CH2:6]1)=[O:4]. The yield is 0.980. (4) The reactants are [CH3:1][C:2]1[C:3]([CH:8]2[CH2:13][CH2:12][CH2:11][CH:10]([C:14]3[C:19]([CH3:20])=[CH:18][CH:17]=[CH:16][N:15]=3)[NH:9]2)=[N:4][CH:5]=[CH:6][CH:7]=1.Br[CH2:22][C:23]1[CH:28]=[CH:27][CH:26]=[C:25]([C:29]#[N:30])[CH:24]=1.CCN(C(C)C)C(C)C. The catalyst is CN(C=O)C. The product is [CH3:1][C:2]1[C:3]([CH:8]2[CH2:13][CH2:12][CH2:11][CH:10]([C:14]3[C:19]([CH3:20])=[CH:18][CH:17]=[CH:16][N:15]=3)[N:9]2[CH2:22][C:23]2[CH:24]=[C:25]([CH:26]=[CH:27][CH:28]=2)[C:29]#[N:30])=[N:4][CH:5]=[CH:6][CH:7]=1. The yield is 0.750. (5) The reactants are [CH3:1][O:2][CH2:3][CH2:4][N:5]([C:7]1[CH:12]=[CH:11][C:10]([O:13][CH3:14])=[CH:9][CH:8]=1)[CH3:6].NC(N)=O.[N+:19]([O-])([O-:21])=[O:20].[K+]. The catalyst is S(=O)(=O)(O)O. The product is [CH3:1][O:2][CH2:3][CH2:4][N:5]([C:7]1[CH:8]=[CH:9][C:10]([O:13][CH3:14])=[C:11]([N+:19]([O-:21])=[O:20])[CH:12]=1)[CH3:6]. The yield is 0.350. (6) The reactants are [Br:1][C:2]1[CH:3]=[N:4][NH:5][CH:6]=1.[H-].[Na+].Br[CH:10]([CH3:16])[C:11]([O:13][CH2:14][CH3:15])=[O:12]. The catalyst is CN(C=O)C. The product is [Br:1][C:2]1[CH:3]=[N:4][N:5]([CH:10]([CH3:16])[C:11]([O:13][CH2:14][CH3:15])=[O:12])[CH:6]=1. The yield is 0.420. (7) The reactants are Cl[C:2]1[CH:24]=[CH:23][C:5]([C:6]([NH:8][C:9]2[CH:14]=[CH:13][CH:12]=[CH:11][C:10]=2[NH:15][C:16](=[O:22])[O:17][C:18]([CH3:21])([CH3:20])[CH3:19])=[O:7])=[CH:4][N:3]=1.[NH2:25][C@H:26]1[CH2:30][CH2:29][NH:28][CH2:27]1. The catalyst is CS(C)=O.O. The product is [NH2:25][C@H:26]1[CH2:30][CH2:29][N:28]([C:2]2[CH:24]=[CH:23][C:5]([C:6]([NH:8][C:9]3[CH:14]=[CH:13][CH:12]=[CH:11][C:10]=3[NH:15][C:16](=[O:22])[O:17][C:18]([CH3:21])([CH3:20])[CH3:19])=[O:7])=[CH:4][N:3]=2)[CH2:27]1. The yield is 0.860.